Task: Regression. Given a peptide amino acid sequence and an MHC pseudo amino acid sequence, predict their binding affinity value. This is MHC class II binding data.. Dataset: Peptide-MHC class II binding affinity with 134,281 pairs from IEDB (1) The peptide sequence is AYKTAEGATPEAKYD. The MHC is DRB5_0101 with pseudo-sequence DRB5_0101. The binding affinity (normalized) is 0.592. (2) The peptide sequence is SGTNNKTMAVCTNAK. The MHC is DRB4_0101 with pseudo-sequence DRB4_0103. The binding affinity (normalized) is 0.107. (3) The binding affinity (normalized) is 0.597. The peptide sequence is IAAMMTSPLSVASMT. The MHC is HLA-DPA10301-DPB10402 with pseudo-sequence HLA-DPA10301-DPB10402. (4) The peptide sequence is TTSVIPAARLFKAFI. The MHC is HLA-DQA10401-DQB10402 with pseudo-sequence HLA-DQA10401-DQB10402. The binding affinity (normalized) is 0.256. (5) The peptide sequence is ETALKKAITAMSEAQKAAKP. The MHC is DRB1_0701 with pseudo-sequence DRB1_0701. The binding affinity (normalized) is 0.477. (6) The peptide sequence is VVIEELFNRIPETSV. The MHC is HLA-DPA10201-DPB10101 with pseudo-sequence HLA-DPA10201-DPB10101. The binding affinity (normalized) is 0.501. (7) The peptide sequence is LWDIPTPKIIEECEH. The MHC is DRB1_1101 with pseudo-sequence DRB1_1101. The binding affinity (normalized) is 0.213.